This data is from Full USPTO retrosynthesis dataset with 1.9M reactions from patents (1976-2016). The task is: Predict the reactants needed to synthesize the given product. (1) Given the product [O:13]=[C:12]1[C:11]2([CH2:14][CH2:15][NH:16][CH2:17][CH2:18]2)[N:10]([C:26]2[CH:31]=[CH:30][CH:29]=[CH:28][CH:27]=2)[CH2:9][N:8]1[CH2:7][CH2:6][CH2:5][CH2:4][C:3]([O:2][CH3:1])=[O:32], predict the reactants needed to synthesize it. The reactants are: [CH3:1][O:2][C:3](=[O:32])[CH2:4][CH2:5][CH2:6][CH2:7][N:8]1[C:12](=[O:13])[C:11]2([CH2:18][CH2:17][N:16](C(OC(C)(C)C)=O)[CH2:15][CH2:14]2)[N:10]([C:26]2[CH:31]=[CH:30][CH:29]=[CH:28][CH:27]=2)[CH2:9]1.Cl. (2) Given the product [C:9]([C:8]1[NH:7][C:2]2[C:1]([CH:14]=1)=[CH:6][CH:5]=[CH:4][CH:3]=2)([CH3:12])([CH3:11])[CH3:10], predict the reactants needed to synthesize it. The reactants are: [C:1]1([CH3:14])[CH:6]=[CH:5][CH:4]=[CH:3][C:2]=1[NH:7][C:8](=O)[C:9]([CH3:12])([CH3:11])[CH3:10].[Li]CCCC.[NH4+].[Cl-]. (3) Given the product [CH2:32]([C:31]1[N:27]=[C:26]([CH:11]2[CH2:12][CH:13]([C:15]3[CH:16]=[CH:17][C:18]([O:21][C:22]([F:23])([F:24])[F:25])=[CH:19][CH:20]=3)[CH2:14][N:9]([C:7]([N:1]3[CH2:6][CH2:5][O:4][CH2:3][CH2:2]3)=[O:8])[CH2:10]2)[S:28][CH:30]=1)[CH3:33], predict the reactants needed to synthesize it. The reactants are: [N:1]1([C:7]([N:9]2[CH2:14][CH:13]([C:15]3[CH:20]=[CH:19][C:18]([O:21][C:22]([F:25])([F:24])[F:23])=[CH:17][CH:16]=3)[CH2:12][CH:11]([C:26](=[S:28])[NH2:27])[CH2:10]2)=[O:8])[CH2:6][CH2:5][O:4][CH2:3][CH2:2]1.Br[CH2:30][C:31](=O)[CH2:32][CH3:33]. (4) Given the product [CH:73]1[C:72]2[CH:71]([CH2:70][O:69][C:67]([NH:66][C@H:59]([CH2:58][CH2:57][CH2:56][CH2:55][NH:54][C:10](=[O:12])[CH2:9][CH2:8][C@H:7]([NH:13][C:14](=[O:30])[CH2:15][CH2:16][CH2:17][CH2:18][CH2:19][CH2:20][CH2:21][CH2:22][CH2:23][CH2:24][CH2:25][CH2:26][CH2:27][CH2:28][CH3:29])[C:6]([O:5][C:1]([CH3:2])([CH3:3])[CH3:4])=[O:31])[C:60]([O:62][CH2:63][CH:64]=[CH2:65])=[O:61])=[O:68])[C:83]3[C:78](=[CH:79][CH:80]=[CH:81][CH:82]=3)[C:77]=2[CH:76]=[CH:75][CH:74]=1, predict the reactants needed to synthesize it. The reactants are: [C:1]([O:5][C:6](=[O:31])[C@@H:7]([NH:13][C:14](=[O:30])[CH2:15][CH2:16][CH2:17][CH2:18][CH2:19][CH2:20][CH2:21][CH2:22][CH2:23][CH2:24][CH2:25][CH2:26][CH2:27][CH2:28][CH3:29])[CH2:8][CH2:9][C:10]([OH:12])=O)([CH3:4])([CH3:3])[CH3:2].ON1C2C=CC=CC=2N=N1.C(N1C=CN=C1)(N1C=CN=C1)=O.[NH2:54][CH:55](N)[CH2:56][CH2:57][CH2:58][C@@H:59]([NH:66][C:67]([O:69][CH2:70][CH:71]1[C:83]2[CH:82]=[CH:81][CH:80]=[CH:79][C:78]=2[C:77]2[C:72]1=[CH:73][CH:74]=[CH:75][CH:76]=2)=[O:68])[C:60]([O:62][CH2:63][CH:64]=[CH2:65])=[O:61].C(N(CC)CC)C. (5) Given the product [CH3:23][O:24][C:25](=[O:33])[C:26]1[CH:31]=[CH:30][N:29]=[C:28]([NH:1][C:2]2[CH:22]=[CH:21][CH:20]=[C:4]([CH2:5][O:6][C:7]3[CH:12]=[CH:11][C:10]([C:13](=[O:15])[CH3:14])=[C:9]([OH:16])[C:8]=3[CH2:17][CH2:18][CH3:19])[CH:3]=2)[CH:27]=1, predict the reactants needed to synthesize it. The reactants are: [NH2:1][C:2]1[CH:3]=[C:4]([CH:20]=[CH:21][CH:22]=1)[CH2:5][O:6][C:7]1[CH:12]=[CH:11][C:10]([C:13](=[O:15])[CH3:14])=[C:9]([OH:16])[C:8]=1[CH2:17][CH2:18][CH3:19].[CH3:23][O:24][C:25](=[O:33])[C:26]1[CH:31]=[CH:30][N:29]=[C:28](Cl)[CH:27]=1.C(=O)([O-])[O-].[Cs+].[Cs+]. (6) Given the product [C:1]([C:5]1[CH:6]=[CH:7][C:8]([O:11][P:20]2[O:24][C:23]([C:31]3[CH:36]=[CH:35][CH:34]=[CH:33][CH:32]=3)([C:25]3[CH:26]=[CH:27][CH:28]=[CH:29][CH:30]=3)[C:22]([C:37]3[CH:38]=[CH:39][CH:40]=[CH:41][CH:42]=3)([C:43]3[CH:44]=[CH:45][CH:46]=[CH:47][CH:48]=3)[O:21]2)=[CH:9][CH:10]=1)([CH3:4])([CH3:2])[CH3:3], predict the reactants needed to synthesize it. The reactants are: [C:1]([C:5]1[CH:10]=[CH:9][C:8]([OH:11])=[CH:7][CH:6]=1)([CH3:4])([CH3:3])[CH3:2].C(N(CC)CC)C.Cl[P:20]1[O:24][C:23]([C:31]2[CH:36]=[CH:35][CH:34]=[CH:33][CH:32]=2)([C:25]2[CH:30]=[CH:29][CH:28]=[CH:27][CH:26]=2)[C:22]([C:43]2[CH:48]=[CH:47][CH:46]=[CH:45][CH:44]=2)([C:37]2[CH:42]=[CH:41][CH:40]=[CH:39][CH:38]=2)[O:21]1. (7) Given the product [C:52]1([C:55]2[CH:56]=[CH:57][CH:58]=[CH:59][CH:60]=2)[CH:51]=[CH:50][C:49]([CH2:48][O:47][CH2:46][C@H:45]([NH:61][C:62]([C:64]2[CH:69]=[CH:68][C:67]([C:70]3[CH:75]=[CH:74][C:73]([C:76]([F:77])([F:78])[F:79])=[CH:72][CH:71]=3)=[CH:66][CH:65]=2)=[O:63])[C:44]([OH:80])=[O:43])=[CH:54][CH:53]=1, predict the reactants needed to synthesize it. The reactants are: Cl.COC(=O)[C@@H](N)COCC1C=CC(C2C=CC=CC=2)=CC=1.FC(F)(F)C1C=CC(C2C=CC(C(O)=O)=CC=2)=CC=1.C[O:43][C:44](=[O:80])[C@@H:45]([NH:61][C:62]([C:64]1[CH:69]=[CH:68][C:67]([C:70]2[CH:75]=[CH:74][C:73]([C:76]([F:79])([F:78])[F:77])=[CH:72][CH:71]=2)=[CH:66][CH:65]=1)=[O:63])[CH2:46][O:47][CH2:48][C:49]1[CH:54]=[CH:53][C:52]([C:55]2[CH:60]=[CH:59][CH:58]=[CH:57][CH:56]=2)=[CH:51][CH:50]=1. (8) Given the product [NH:8]([C:1]([N:3]1[CH2:4][CH2:21][CH:20]([C:19]([O:18][CH3:22])=[O:13])[CH2:6][CH2:7]1)=[S:2])[NH2:14], predict the reactants needed to synthesize it. The reactants are: [C:1]([N:8]1C=CN=C1)([N:3]1[CH:7]=[CH:6]N=[CH:4]1)=[S:2].[OH2:13].[NH2:14]N.[Cl-].[Na+].[O:18]1[CH2:22][CH2:21][CH2:20][CH2:19]1. (9) Given the product [Br-:29].[CH:1]([C:3]1[CH:4]=[C:5]([CH:11]=[CH:12][CH:13]=1)[O:6][CH2:7][C:8]([O:10][CH2:32][CH2:31][CH2:30][Br:29])=[O:9])=[O:2], predict the reactants needed to synthesize it. The reactants are: [CH:1]([C:3]1[CH:4]=[C:5]([CH:11]=[CH:12][CH:13]=1)[O:6][CH2:7][C:8]([OH:10])=[O:9])=[O:2].C1(N=C=NC2CCCCC2)CCCCC1.[Br:29][CH2:30][CH2:31][CH2:32]O. (10) Given the product [F:39][C:2]([F:38])([F:1])[C:3]1[CH:33]=[C:32]([C:34]([F:37])([F:35])[F:36])[CH:31]=[CH:30][C:4]=1[CH2:5][N:6]1[C:14]2[C:9](=[CH:10][C:11]([CH:15]=[C:16]3[S:20][C:19]([N:21]4[CH2:26][CH2:25][N:24]([C:41]([O:43][CH3:44])=[O:42])[C@@H:23]([CH2:27][OH:28])[CH2:22]4)=[N:18][C:17]3=[O:29])=[CH:12][CH:13]=2)[CH:8]=[N:7]1, predict the reactants needed to synthesize it. The reactants are: [F:1][C:2]([F:39])([F:38])[C:3]1[CH:33]=[C:32]([C:34]([F:37])([F:36])[F:35])[CH:31]=[CH:30][C:4]=1[CH2:5][N:6]1[C:14]2[C:9](=[CH:10][C:11]([CH:15]=[C:16]3[S:20][C:19]([N:21]4[CH2:26][CH2:25][NH:24][C@@H:23]([CH2:27][OH:28])[CH2:22]4)=[N:18][C:17]3=[O:29])=[CH:12][CH:13]=2)[CH:8]=[N:7]1.Cl[C:41]([O:43][CH3:44])=[O:42].